From a dataset of Retrosynthesis with 50K atom-mapped reactions and 10 reaction types from USPTO. Predict the reactants needed to synthesize the given product. (1) Given the product CC(C)(C)OC(=O)NC(CO)(COCc1cc(C(=O)O)cc(-c2ccccc2C#N)c1)Cc1ccccc1, predict the reactants needed to synthesize it. The reactants are: COC(=O)c1cc(COCC(CO)(Cc2ccccc2)NC(=O)OC(C)(C)C)cc(-c2ccccc2C#N)c1. (2) Given the product Cc1cc(Cl)cnc1C(=O)Nc1ccc(F)c([C@]2(C)CS(=O)(=O)C3(CC(F)(F)C3)C(N)=N2)c1, predict the reactants needed to synthesize it. The reactants are: C[C@@]1(c2cc(Br)ccc2F)CS(=O)(=O)C2(CC(F)(F)C2)C(N)=N1.Cc1cc(Cl)cnc1C(N)=O. (3) Given the product CN(C)C(=O)N(C)C(=O)Nc1ccccc1, predict the reactants needed to synthesize it. The reactants are: CN(C)C(=O)N(C)C(=O)Cl.Nc1ccccc1. (4) Given the product O=[N+]([O-])c1cc(CCO)ccc1F, predict the reactants needed to synthesize it. The reactants are: O=C(O)Cc1ccc(F)c([N+](=O)[O-])c1. (5) Given the product COCOc1nc(CCl)nc(C(=O)OC(C)(C)C)c1OCc1ccccc1, predict the reactants needed to synthesize it. The reactants are: CC(C)(C)OC(=O)c1nc(CCl)nc(O)c1OCc1ccccc1.COCCl.